This data is from Catalyst prediction with 721,799 reactions and 888 catalyst types from USPTO. The task is: Predict which catalyst facilitates the given reaction. (1) Reactant: [C:1]1([C:11](=O)[CH2:12][C:13]2[CH:18]=[CH:17][CH:16]=[CH:15][CH:14]=2)[C:10]2[C:5](=[CH:6][CH:7]=[CH:8][CH:9]=2)[CH:4]=[CH:3][CH:2]=1.[CH2:20]([O:22][C:23]1[CH:24]=[C:25]([CH:28]=[C:29]([N+:32]([O-:34])=[O:33])[C:30]=1[OH:31])[CH:26]=O)[CH3:21].[NH2:35][C:36]([NH2:38])=[O:37].Cl. Product: [CH2:20]([O:22][C:23]1[CH:24]=[C:25]([CH:26]2[C:12]([C:13]3[CH:18]=[CH:17][CH:16]=[CH:15][CH:14]=3)=[C:11]([C:1]3[C:10]4[C:5](=[CH:6][CH:7]=[CH:8][CH:9]=4)[CH:4]=[CH:3][CH:2]=3)[NH:38][C:36](=[O:37])[NH:35]2)[CH:28]=[C:29]([N+:32]([O-:34])=[O:33])[C:30]=1[OH:31])[CH3:21]. The catalyst class is: 14. (2) Reactant: [Cl:1][C:2]1[CH:43]=[C:42]([S:44](=[O:64])(=[O:63])[N:45](CC2C=CC(OC)=CC=2OC)[C:46]2[N:51]=[CH:50][CH:49]=[CH:48][N:47]=2)[C:41]([F:65])=[CH:40][C:3]=1[O:4][C:5]1[CH:10]=[CH:9][C:8]([C:11]2[CH:16]=[CH:15][C:14]([C:17]([F:20])([F:19])[F:18])=[CH:13][CH:12]=2)=[CH:7][C:6]=1[C:21]1[CH:26]=[CH:25][N:24]=[C:23]([N:27]2[CH2:32][CH2:31][N:30](C(OC(C)(C)C)=O)[CH2:29][CH2:28]2)[CH:22]=1. Product: [Cl:1][C:2]1[C:3]([O:4][C:5]2[CH:10]=[CH:9][C:8]([C:11]3[CH:16]=[CH:15][C:14]([C:17]([F:18])([F:19])[F:20])=[CH:13][CH:12]=3)=[CH:7][C:6]=2[C:21]2[CH:26]=[CH:25][N:24]=[C:23]([N:27]3[CH2:28][CH2:29][NH:30][CH2:31][CH2:32]3)[CH:22]=2)=[CH:40][C:41]([F:65])=[C:42]([S:44]([NH:45][C:46]2[N:51]=[CH:50][CH:49]=[CH:48][N:47]=2)(=[O:63])=[O:64])[CH:43]=1. The catalyst class is: 89.